From a dataset of Full USPTO retrosynthesis dataset with 1.9M reactions from patents (1976-2016). Predict the reactants needed to synthesize the given product. (1) Given the product [Si:1]([O:8][C:9]1[CH:14]=[CH:13][C:12]([C:15]2[CH:20]=[CH:19][C:18]([CH:21]=[N:25][OH:26])=[CH:17][C:16]=2[F:23])=[CH:11][CH:10]=1)([C:4]([CH3:7])([CH3:6])[CH3:5])([CH3:3])[CH3:2], predict the reactants needed to synthesize it. The reactants are: [Si:1]([O:8][C:9]1[CH:14]=[CH:13][C:12]([C:15]2[CH:20]=[CH:19][C:18]([CH:21]=O)=[CH:17][C:16]=2[F:23])=[CH:11][CH:10]=1)([C:4]([CH3:7])([CH3:6])[CH3:5])([CH3:3])[CH3:2].Cl.[NH2:25][OH:26]. (2) Given the product [C:4]([Si:1]([CH3:3])([CH3:2])[O:22][CH2:21][C:20]1[CH:19]=[CH:18][C:17]([N+:14]([O-:16])=[O:15])=[CH:24][CH:23]=1)([CH3:7])([CH3:6])[CH3:5], predict the reactants needed to synthesize it. The reactants are: [Si:1](Cl)([C:4]([CH3:7])([CH3:6])[CH3:5])([CH3:3])[CH3:2].N1C=CN=C1.[N+:14]([C:17]1[CH:24]=[CH:23][C:20]([CH2:21][OH:22])=[CH:19][CH:18]=1)([O-:16])=[O:15]. (3) Given the product [Br:28][C:25]1[CH:26]=[CH:27][C:22]([NH:21][C:20]([N:17]2[CH2:16][CH2:15][N:14]([CH:11]3[CH2:12][CH2:13][NH:8][CH2:9][CH2:10]3)[CH2:19][CH2:18]2)=[O:34])=[CH:23][C:24]=1[O:29][C:30]([F:31])([F:32])[F:33], predict the reactants needed to synthesize it. The reactants are: C(OC([N:8]1[CH2:13][CH2:12][CH:11]([N:14]2[CH2:19][CH2:18][N:17]([C:20](=[O:34])[NH:21][C:22]3[CH:27]=[CH:26][C:25]([Br:28])=[C:24]([O:29][C:30]([F:33])([F:32])[F:31])[CH:23]=3)[CH2:16][CH2:15]2)[CH2:10][CH2:9]1)=O)(C)(C)C. (4) Given the product [CH2:15]([N:17]([C:2]1[C:6]2[C:7]([O:11][CH3:12])=[CH:8][CH:9]=[CH:10][C:5]=2[S:4](=[O:14])(=[O:13])[N:3]=1)[CH3:18])[CH3:16], predict the reactants needed to synthesize it. The reactants are: Cl[C:2]1[C:6]2[C:7]([O:11][CH3:12])=[CH:8][CH:9]=[CH:10][C:5]=2[S:4](=[O:14])(=[O:13])[N:3]=1.[CH2:15]([NH:17][CH3:18])[CH3:16]. (5) Given the product [CH2:1]([C@@H:8]([C@@H:23]([OH:52])[CH2:24][C@H:25]([CH2:39][C:40]1[CH:45]=[CH:44][C:43]([C:46]2[CH:51]=[CH:50][CH:49]=[CH:48][N:47]=2)=[CH:42][CH:41]=1)[NH:26][C:27](=[O:38])[C@H:28]([C:34]([CH3:37])([CH3:36])[CH3:35])[NH:29][C:30](=[O:33])[O:31][CH3:32])[NH:9][C:10](=[O:22])[C@@H:11]([NH:17][C:18](=[O:21])[O:19][CH3:20])[C:12]([CH3:13])([S:14]([CH3:15])(=[O:56])=[O:66])[CH3:16])[C:2]1[CH:3]=[CH:4][CH:5]=[CH:6][CH:7]=1, predict the reactants needed to synthesize it. The reactants are: [CH2:1]([C@@H:8]([C@@H:23]([OH:52])[CH2:24][C@H:25]([CH2:39][C:40]1[CH:45]=[CH:44][C:43]([C:46]2[CH:51]=[CH:50][CH:49]=[CH:48][N:47]=2)=[CH:42][CH:41]=1)[NH:26][C:27](=[O:38])[C@H:28]([C:34]([CH3:37])([CH3:36])[CH3:35])[NH:29][C:30](=[O:33])[O:31][CH3:32])[NH:9][C:10](=[O:22])[C@@H:11]([NH:17][C:18](=[O:21])[O:19][CH3:20])[C:12]([CH3:16])([S:14][CH3:15])[CH3:13])[C:2]1[CH:7]=[CH:6][CH:5]=[CH:4][CH:3]=1.C1C[O:56]CC1.C[N+]1([O-])CCOCC1.[OH2:66]. (6) Given the product [C:8](=[O:15])([S:1][C:2]1[CH:7]=[CH:6][CH:5]=[CH:4][N:3]=1)[C:9]1[CH:14]=[CH:13][CH:12]=[CH:11][CH:10]=1, predict the reactants needed to synthesize it. The reactants are: [SH:1][C:2]1[CH:7]=[CH:6][CH:5]=[CH:4][N:3]=1.[C:8](Cl)(=[O:15])[C:9]1[CH:14]=[CH:13][CH:12]=[CH:11][CH:10]=1. (7) Given the product [F:12][C:13]1[CH:21]=[CH:20][C:19]([CH:22]=[O:23])=[CH:18][C:14]=1[C:15]([N:1]1[CH2:2][CH:3]([N:5]([CH3:11])[C:6]([CH:8]2[CH2:9][CH2:10]2)=[O:7])[CH2:4]1)=[O:16], predict the reactants needed to synthesize it. The reactants are: [NH:1]1[CH2:4][CH:3]([N:5]([CH3:11])[C:6]([CH:8]2[CH2:10][CH2:9]2)=[O:7])[CH2:2]1.[F:12][C:13]1[CH:21]=[CH:20][C:19]([CH:22]=[O:23])=[CH:18][C:14]=1[C:15](O)=[O:16].F[P-](F)(F)(F)(F)F.N1(OC(N(C)C)=[N+](C)C)C2C=CC=CC=2N=N1.C(N(CC)C(C)C)(C)C.